This data is from Forward reaction prediction with 1.9M reactions from USPTO patents (1976-2016). The task is: Predict the product of the given reaction. Given the reactants [C:1]([C:4]1[CH:5]([C:22]2[CH:29]=[CH:28][C:25]([C:26]#[N:27])=[CH:24][CH:23]=2)[NH:6][C:7](=[S:21])[N:8]([C:11]2[CH:16]=[CH:15][CH:14]=[C:13]([C:17]([F:20])([F:19])[F:18])[CH:12]=2)[C:9]=1[CH3:10])(=[O:3])[CH3:2].[BH4-].[Na+], predict the reaction product. The product is: [OH:3][CH:1]([C:4]1[CH:5]([C:22]2[CH:23]=[CH:24][C:25]([C:26]#[N:27])=[CH:28][CH:29]=2)[NH:6][C:7](=[S:21])[N:8]([C:11]2[CH:16]=[CH:15][CH:14]=[C:13]([C:17]([F:20])([F:18])[F:19])[CH:12]=2)[C:9]=1[CH3:10])[CH3:2].